This data is from Forward reaction prediction with 1.9M reactions from USPTO patents (1976-2016). The task is: Predict the product of the given reaction. (1) The product is: [Cl:30][C:31]1[CH:38]=[CH:37][CH:36]=[CH:35][C:32]=1[CH2:33][N:19]1[C:11]2[C:10]3[CH:9]=[C:8]([O:21][CH3:22])[C:7]([C:6]4[C:2]([CH3:1])=[N:3][O:4][C:5]=4[CH3:23])=[CH:16][C:15]=3[N:14]=[CH:13][C:12]=2[O:17][C:18]1=[O:20]. Given the reactants [CH3:1][C:2]1[C:6]([C:7]2[C:8]([O:21][CH3:22])=[CH:9][C:10]3[C:11]4[NH:19][C:18](=[O:20])[O:17][C:12]=4[CH:13]=[N:14][C:15]=3[CH:16]=2)=[C:5]([CH3:23])[O:4][N:3]=1.C([O-])([O-])=O.[Cs+].[Cs+].[Cl:30][C:31]1[CH:38]=[CH:37][CH:36]=[CH:35][C:32]=1[CH2:33]Br, predict the reaction product. (2) Given the reactants [CH3:1][N:2]([C:10]1([CH3:14])[CH2:13][NH:12][CH2:11]1)[C:3](=[O:9])[O:4][C:5]([CH3:8])([CH3:7])[CH3:6].[Br:15][C:16]1[CH:27]=[N:26][C:19]2=[N:20][C:21](Cl)=[C:22]([Cl:24])[N:23]=[C:18]2[CH:17]=1, predict the reaction product. The product is: [Br:15][C:16]1[CH:27]=[N:26][C:19]2=[N:20][C:21]([N:12]3[CH2:11][C:10]([N:2]([CH3:1])[C:3](=[O:9])[O:4][C:5]([CH3:8])([CH3:6])[CH3:7])([CH3:14])[CH2:13]3)=[C:22]([Cl:24])[N:23]=[C:18]2[CH:17]=1. (3) The product is: [Br:8][C:13]1[CH:12]=[C:11]([C:9]#[N:10])[CH:16]=[CH:15][C:14]=1[NH:17][C@H:18]1[CH2:22][CH2:21][C@@H:20]([C:23]([O:25][CH2:26][CH3:27])=[O:24])[CH2:19]1. Given the reactants B(O[O-])=O.O.[Na+].[K+].[Br-:8].[C:9]([C:11]1[CH:16]=[CH:15][C:14]([NH:17][C@H:18]2[CH2:22][CH2:21][C@@H:20]([C:23]([O:25][CH2:26][CH3:27])=[O:24])[CH2:19]2)=[CH:13][CH:12]=1)#[N:10], predict the reaction product. (4) Given the reactants Br[C:2]1[CH:3]=[N:4][C:5]2[N:6]([CH:8]=[C:9]([CH2:11][O:12][C:13]3[CH:18]=[CH:17][CH:16]=[CH:15][N:14]=3)[N:10]=2)[CH:7]=1.[F:19][C:20]1[CH:25]=[CH:24][C:23](B(O)O)=[C:22]([C:29]([F:32])([F:31])[F:30])[CH:21]=1, predict the reaction product. The product is: [F:19][C:20]1[CH:25]=[CH:24][C:23]([C:2]2[CH:3]=[N:4][C:5]3[N:6]([CH:8]=[C:9]([CH2:11][O:12][C:13]4[CH:18]=[CH:17][CH:16]=[CH:15][N:14]=4)[N:10]=3)[CH:7]=2)=[C:22]([C:29]([F:30])([F:31])[F:32])[CH:21]=1. (5) Given the reactants [Br-].[CH2:2]([P+](C1C=CC=CC=1)(C1C=CC=CC=1)C1C=CC=CC=1)[CH2:3][C:4]1[CH:9]=[CH:8][CH:7]=[CH:6][CH:5]=1.[Li]CCCC.[CH3:34][C:35]([CH3:42])=[CH:36][CH2:37][CH2:38][C:39](=O)[CH3:40], predict the reaction product. The product is: [CH3:40][C:39]([CH2:38][CH2:37][CH:36]=[C:35]([CH3:42])[CH3:34])=[CH:2][CH2:3][C:4]1[CH:5]=[CH:6][CH:7]=[CH:8][CH:9]=1. (6) Given the reactants [Cl:1][C:2]1[CH:7]=[CH:6][C:5]([S:8]([O-:10])=[O:9])=[CH:4][CH:3]=1.[Na+].Cl.Cl[CH2:14][C:15]1[N:16]=[CH:17][S:18][CH:19]=1.C([O-])(=O)C.[K+], predict the reaction product. The product is: [Cl:1][C:2]1[CH:7]=[CH:6][C:5]([S:8]([CH2:14][C:15]2[N:16]=[CH:17][S:18][CH:19]=2)(=[O:10])=[O:9])=[CH:4][CH:3]=1.